From a dataset of Retrosynthesis with 50K atom-mapped reactions and 10 reaction types from USPTO. Predict the reactants needed to synthesize the given product. (1) Given the product CCCC(=O)c1sc2cnccc2c1NC(=O)OC(C)(C)C, predict the reactants needed to synthesize it. The reactants are: CCC[Mg+].CON(C)C(=O)c1sc2cnccc2c1NC(=O)OC(C)(C)C. (2) Given the product O=C(Nc1cnn(Cc2ccc(Cl)c(Cl)c2)c1)c1ccc2c(c1)CCNC2, predict the reactants needed to synthesize it. The reactants are: CC(C)(C)OC(=O)N1CCc2cc(C(=O)Nc3cnn(Cc4ccc(Cl)c(Cl)c4)c3)ccc2C1. (3) Given the product CC(C)(C)NC(=O)C1CC(=O)CCC1CC1OC(C)(C)N(C(=O)OC(C)(C)C)C1Cc1ccccc1, predict the reactants needed to synthesize it. The reactants are: CC(C)(C)N.CC(C)(C)OC(=O)N1C(Cc2ccccc2)C(CC2CCC(=O)CC2C(=O)O)OC1(C)C. (4) The reactants are: CCCC[C@H]1CN(C(=O)c2cccc3ccccc23)CCN1.O=Cc1cccnc1. Given the product CCCC[C@H]1CN(C(=O)c2cccc3ccccc23)CCN1Cc1cccnc1, predict the reactants needed to synthesize it. (5) Given the product CCCCC/C=C\C/C=C\C/C=C\CCCCC(=O)OCCCOC(=O)c1cc(I)cc(I)c1I, predict the reactants needed to synthesize it. The reactants are: CCCCC/C=C\C/C=C\C/C=C\CCCCC(=O)OCCCO.O=C(Cl)c1cc(I)cc(I)c1I. (6) Given the product C[C@]12C[C@H](O)[C@@]3(F)[C@@H](CCC45O[C@H]4C(=O)CC[C@@]53C)[C@@H]1CCC2=O, predict the reactants needed to synthesize it. The reactants are: C[C@]12C[C@H](O)[C@@]3(F)[C@@H](CCC4=CC(=O)CC[C@@]43C)[C@@H]1CCC2=O.OO. (7) Given the product COc1ncc2cc(C(=O)Nc3cc(C(=O)NC4(c5ccccc5)CCN(C(=O)OC(C)(C)C)CC4)ccc3Cl)c(=O)[nH]c2n1, predict the reactants needed to synthesize it. The reactants are: CC(C)(C)OC(=O)N1CCC(N)(c2ccccc2)CC1.COc1ncc2cc(C(=O)Nc3cc(C(=O)O)ccc3Cl)c(=O)[nH]c2n1. (8) Given the product COC(=O)Cc1csc(N)n1, predict the reactants needed to synthesize it. The reactants are: Nc1nc(CC(=O)O)cs1.O=C([O-])O. (9) Given the product CCOC(=O)c1ccc(F)c(C)c1, predict the reactants needed to synthesize it. The reactants are: CCO.Cc1cc(C(=O)O)ccc1F. (10) Given the product CCCCCCCCCCCCCCCC(=O)OC(CCCCCCCCCCCCCCC)CC(=O)N[C@@H](C)C(=O)N[C@H](C(=O)O)[C@@H](C)O, predict the reactants needed to synthesize it. The reactants are: CCCCCCCCCCCCCCCC(=O)OC(CCCCCCCCCCCCCCC)CC(=O)O.C[C@H](N)C(=O)N[C@H](C(=O)O)[C@@H](C)O.